This data is from Full USPTO retrosynthesis dataset with 1.9M reactions from patents (1976-2016). The task is: Predict the reactants needed to synthesize the given product. (1) Given the product [Br:12][CH2:13][CH2:14][CH2:15][O:11][C:9]1[CH:8]=[CH:7][C:6]2[C:2]([CH3:1])=[CH:3][O:4][C:5]=2[CH:10]=1, predict the reactants needed to synthesize it. The reactants are: [CH3:1][C:2]1[C:6]2[CH:7]=[CH:8][C:9]([OH:11])=[CH:10][C:5]=2[O:4][CH:3]=1.[Br:12][CH2:13][CH2:14][CH2:15]Br. (2) Given the product [C:25]([C:27]1[CH:28]=[C:29]([C:30]2[O:1][N:2]=[C:3]([C:5]3[CH:13]=[CH:12][C:11]4[N:10]5[CH2:14][CH2:15][CH:16]([CH2:17][C:18]([OH:20])=[O:19])[C:9]5=[CH:8][C:7]=4[CH:6]=3)[N:4]=2)[CH:33]=[CH:34][CH:35]=1)#[N:26], predict the reactants needed to synthesize it. The reactants are: [OH:1][N:2]=[C:3]([C:5]1[CH:13]=[CH:12][C:11]2[N:10]3[CH2:14][CH2:15][CH:16]([CH2:17][C:18]([O:20]C(C)(C)C)=[O:19])[C:9]3=[CH:8][C:7]=2[CH:6]=1)[NH2:4].[C:25]([C:27]1[CH:28]=[C:29]([CH:33]=[CH:34][CH:35]=1)[C:30](Cl)=O)#[N:26]. (3) Given the product [NH2:1][C:2]1[N:7]=[C:6]([N:8]2[C:16]3[C:11](=[CH:12][CH:13]=[C:14]([C:17]#[N:18])[CH:15]=3)[CH:10]=[N:9]2)[C:5]([NH2:19])=[CH:4][N:3]=1, predict the reactants needed to synthesize it. The reactants are: [NH2:1][C:2]1[NH:7][CH:6]([N:8]2[C:16]3[C:11](=[CH:12][CH:13]=[C:14]([C:17]#[N:18])[CH:15]=3)[CH:10]=[N:9]2)[C:5]([N+:19]([O-])=O)=[CH:4][N:3]=1.[Sn](Cl)Cl.